This data is from Reaction yield outcomes from USPTO patents with 853,638 reactions. The task is: Predict the reaction yield, written as a fraction of the theoretical maximum amount of product (1.0 means a 100% yield; for example, 0.34 means a 34% yield). (1) The product is [CH2:4]([CH:3]([N:6]1[C:17](=[O:18])[CH2:16][C:15](=[O:20])[N:9]([CH:10]([CH2:11][CH3:12])[CH2:13][CH3:14])[C:7]1=[O:8])[CH2:1][CH3:2])[CH3:5]. The yield is 0.390. The catalyst is C(Cl)(Cl)Cl. The reactants are [CH2:1]([CH:3]([NH:6][C:7]([NH:9][CH:10]([CH2:13][CH3:14])[CH2:11][CH3:12])=[O:8])[CH2:4][CH3:5])[CH3:2].[C:15](Cl)(=[O:20])[CH2:16][C:17](Cl)=[O:18]. (2) The reactants are C(OC(=O)[NH:7][C:8]([CH3:40])([CH3:39])[C:9]([N:11]1[CH2:15][CH2:14][C@@:13]([N:17]2[C:21]3[N:22]=[C:23]([N:33]4[CH2:38][CH2:37][O:36][CH2:35][CH2:34]4)[N:24]=[C:25]([C:26]4[CH:27]=[N:28][C:29]([NH2:32])=[N:30][CH:31]=4)[C:20]=3[CH2:19][CH2:18]2)([CH3:16])[CH2:12]1)=[O:10])(C)(C)C.Cl. The catalyst is C1(C)C=CC=CC=1. The product is [NH2:7][C:8]([CH3:40])([CH3:39])[C:9]([N:11]1[CH2:15][CH2:14][C@@:13]([N:17]2[C:21]3[N:22]=[C:23]([N:33]4[CH2:38][CH2:37][O:36][CH2:35][CH2:34]4)[N:24]=[C:25]([C:26]4[CH:31]=[N:30][C:29]([NH2:32])=[N:28][CH:27]=4)[C:20]=3[CH2:19][CH2:18]2)([CH3:16])[CH2:12]1)=[O:10]. The yield is 0.680. (3) The reactants are [Br:1][C:2]1[CH:3]=[C:4]([S:10](Cl)(=[O:12])=[O:11])[CH:5]=[CH:6][C:7]=1[O:8][CH3:9].[Cl-].[NH4+].I[CH3:17]. The catalyst is C1COCC1.[Zn]. The product is [Br:1][C:2]1[CH:3]=[C:4]([S:10]([CH3:17])(=[O:12])=[O:11])[CH:5]=[CH:6][C:7]=1[O:8][CH3:9]. The yield is 0.120. (4) The reactants are [Cl:1][C:2]1[CH:7]=[CH:6][CH:5]=[CH:4][C:3]=1[OH:8].C(=O)([O-])[O-].[K+].[K+].Br[CH2:16][C:17]([O:19][CH2:20][CH3:21])=[O:18]. The catalyst is CC(C)=O. The product is [Cl:1][C:2]1[CH:7]=[CH:6][CH:5]=[CH:4][C:3]=1[O:8][CH2:16][C:17]([O:19][CH2:20][CH3:21])=[O:18]. The yield is 0.950. (5) The yield is 0.480. The reactants are Br[C:2]1[CH:14]=[CH:13][C:12]2[C:11]3[C:6](=[CH:7][C:8]([Br:15])=[CH:9][CH:10]=3)[C:5]([CH3:17])([CH3:16])[C:4]=2[CH:3]=1.[CH:18]1[C:26]2[C:25]3[CH:27]=[CH:28][CH:29]=[CH:30][C:24]=3[O:23][C:22]=2[CH:21]=[CH:20][C:19]=1B(O)O.C([O-])([O-])=O.[K+].[K+]. The catalyst is C1(C)C=CC=CC=1.O.C1C=CC(P(C2C=CC=CC=2)C2C=CC=CC=2)=CC=1.C1C=CC(P(C2C=CC=CC=2)C2C=CC=CC=2)=CC=1.C1C=CC(P(C2C=CC=CC=2)C2C=CC=CC=2)=CC=1.C1C=CC(P(C2C=CC=CC=2)C2C=CC=CC=2)=CC=1.[Pd]. The product is [Br:15][C:8]1[CH:7]=[C:6]2[C:11]([C:12]3[CH:13]=[CH:14][C:2]([C:28]4[CH:29]=[CH:30][C:24]5[O:23][C:22]6[CH:21]=[CH:20][CH:19]=[CH:18][C:26]=6[C:25]=5[CH:27]=4)=[CH:3][C:4]=3[C:5]2([CH3:16])[CH3:17])=[CH:10][CH:9]=1. (6) The reactants are Cl.[NH2:2][CH2:3][C:4]1[CH:12]=[CH:11][CH:10]=[C:9]2[C:5]=1[C:6](=[O:22])[N:7]([CH:14]1[CH2:19][CH2:18][C:17](=[O:20])[NH:16][C:15]1=[O:21])[C:8]2=[O:13].C(N(C(C)C)CC)(C)C.[F:32][C:33]1[CH:41]=[CH:40][C:36]([C:37](Cl)=[O:38])=[CH:35][CH:34]=1.CO. The catalyst is C(Cl)Cl. The product is [O:21]=[C:15]1[CH:14]([N:7]2[C:6](=[O:22])[C:5]3[C:9](=[CH:10][CH:11]=[CH:12][C:4]=3[CH2:3][NH:2][C:37](=[O:38])[C:36]3[CH:40]=[CH:41][C:33]([F:32])=[CH:34][CH:35]=3)[C:8]2=[O:13])[CH2:19][CH2:18][C:17](=[O:20])[NH:16]1. The yield is 0.590.